The task is: Predict the reactants needed to synthesize the given product.. This data is from Full USPTO retrosynthesis dataset with 1.9M reactions from patents (1976-2016). Given the product [CH2:1]([O:2][C:3]1[CH:8]=[CH:7][C:6]([C:9]2[CH2:17][C@H:16]3[C@@:12]([CH3:23])([C@@H:13]([O:18][C:19]([CH3:22])([CH3:21])[CH3:20])[CH2:14][CH2:15]3)[CH2:11][CH:10]=2)=[CH:5][CH:4]=1)[C:28]1[CH:33]=[CH:32][CH:31]=[CH:30][CH:29]=1, predict the reactants needed to synthesize it. The reactants are: [CH3:1][O:2][C:3]1[CH:8]=[CH:7][C:6]([C@:9]2(O)[CH2:17][C@H:16]3[C@@:12]([CH3:23])([C@@H:13]([O:18][C:19]([CH3:22])([CH3:21])[CH3:20])[CH2:14][CH2:15]3)[CH2:11][CH2:10]2)=[CH:5][CH:4]=1.[OH-].[K+].C(Cl)[C:28]1[CH:33]=[CH:32][CH:31]=[CH:30][CH:29]=1.